Dataset: Full USPTO retrosynthesis dataset with 1.9M reactions from patents (1976-2016). Task: Predict the reactants needed to synthesize the given product. (1) Given the product [CH2:35]([O:34][C:32](=[O:33])[CH2:31][CH2:30][C@@H:29]([NH:28][C:26]([O:25][C:21]([CH3:22])([CH3:24])[CH3:23])=[O:27])/[CH:37]=[CH:5]/[C:4](=[O:3])[CH2:12][C:13]1[CH:14]=[C:15]([CH3:20])[CH:16]=[C:17]([CH3:19])[CH:18]=1)[CH3:36], predict the reactants needed to synthesize it. The reactants are: [H-].[Na+].[O:3]=[C:4]([CH2:12][C:13]1[CH:18]=[C:17]([CH3:19])[CH:16]=[C:15]([CH3:20])[CH:14]=1)[CH2:5]P(=O)(OC)OC.[C:21]([O:25][C:26]([NH:28][C@@H:29]([CH:37]=O)[CH2:30][CH2:31][C:32]([O:34][CH2:35][CH3:36])=[O:33])=[O:27])([CH3:24])([CH3:23])[CH3:22].[OH-].[Na+]. (2) Given the product [CH3:1][S:2]([C:5]1[CH:10]=[CH:9][C:8]([C:11]2[N:16]=[CH:15][C:14]([CH2:17][N:18]([CH2:37][CH:33]3[CH2:34][CH2:35][CH2:36][O:32]3)[CH:19]3[CH2:24][CH2:23][N:22]([C:25]([O:27][C:28]([CH3:31])([CH3:30])[CH3:29])=[O:26])[CH2:21][CH2:20]3)=[CH:13][CH:12]=2)=[CH:7][CH:6]=1)(=[O:3])=[O:4], predict the reactants needed to synthesize it. The reactants are: [CH3:1][S:2]([C:5]1[CH:10]=[CH:9][C:8]([C:11]2[N:16]=[CH:15][C:14]([CH2:17][NH:18][CH:19]3[CH2:24][CH2:23][N:22]([C:25]([O:27][C:28]([CH3:31])([CH3:30])[CH3:29])=[O:26])[CH2:21][CH2:20]3)=[CH:13][CH:12]=2)=[CH:7][CH:6]=1)(=[O:4])=[O:3].[O:32]1[CH2:36][CH2:35][CH2:34][CH:33]1[CH:37]=O.CC(O)=O.[BH3-]C#N.[Na+]. (3) Given the product [CH3:1][O:2][C:3](=[O:26])[CH2:4][C@H:5]1[C:9]2[CH:10]=[CH:11][C:12]([O:14][C@:15]3([CH2:35][C:32]4[CH:31]=[N:30][C:29]([Cl:28])=[CH:34][CH:33]=4)[C:23]4[C:18](=[CH:19][CH:20]=[CH:21][C:22]=4[F:24])[CH2:17][CH2:16]3)=[CH:13][C:8]=2[O:7][CH2:6]1, predict the reactants needed to synthesize it. The reactants are: [CH3:1][O:2][C:3](=[O:26])[CH2:4][C@H:5]1[C:9]2[CH:10]=[CH:11][C:12]([O:14][C@H:15]3[C:23]4[C:18](=[C:19](Br)[CH:20]=[CH:21][C:22]=4[F:24])[CH2:17][CH2:16]3)=[CH:13][C:8]=2[O:7][CH2:6]1.[Cl-].[Cl:28][C:29]1[CH:34]=[CH:33][C:32]([CH2:35][Zn+])=[CH:31][N:30]=1.Cl.N. (4) Given the product [F:1][C:2]1[CH:7]=[CH:6][CH:5]=[CH:4][C:3]=1[C:8]1[CH:13]=[CH:12][C:11]([C:14]([OH:16])=[O:15])=[CH:10][C:9]=1[C:18]([O:20][CH3:21])=[O:19], predict the reactants needed to synthesize it. The reactants are: [F:1][C:2]1[CH:7]=[CH:6][CH:5]=[CH:4][C:3]=1[C:8]1[C:9]([C:18]([O:20][CH3:21])=[O:19])=[CH:10][C:11]([C:14]([O:16]C)=[O:15])=[CH:12][CH:13]=1.[OH-].[K+].